Dataset: Reaction yield outcomes from USPTO patents with 853,638 reactions. Task: Predict the reaction yield, written as a fraction of the theoretical maximum amount of product (1.0 means a 100% yield; for example, 0.34 means a 34% yield). The reactants are [I:1][C:2]1[CH:3]=[C:4]([CH:8]=[C:9]([N+:11]([O-:13])=[O:12])[CH:10]=1)[C:5]([OH:7])=[O:6].O=S(Cl)Cl.[CH3:18]O. No catalyst specified. The product is [CH3:18][O:6][C:5](=[O:7])[C:4]1[CH:8]=[C:9]([N+:11]([O-:13])=[O:12])[CH:10]=[C:2]([I:1])[CH:3]=1. The yield is 0.990.